This data is from Full USPTO retrosynthesis dataset with 1.9M reactions from patents (1976-2016). The task is: Predict the reactants needed to synthesize the given product. (1) The reactants are: [CH:1]([C:4]1[S:8][C:7]([NH:9][C:10](=[O:27])[CH2:11][C:12]2[N:13]=[C:14]([NH:17][CH2:18][CH2:19][N:20]3[CH2:25][CH2:24][N:23]([CH3:26])[CH2:22][CH2:21]3)[S:15][CH:16]=2)=[N:6][CH:5]=1)([CH3:3])[CH3:2].C=O.O.[C:31](O[BH-](OC(=O)C)OC(=O)C)(=O)C.[Na+]. Given the product [CH:1]([C:4]1[S:8][C:7]([NH:9][C:10](=[O:27])[CH2:11][C:12]2[N:13]=[C:14]([N:17]([CH3:31])[CH2:18][CH2:19][N:20]3[CH2:21][CH2:22][N:23]([CH3:26])[CH2:24][CH2:25]3)[S:15][CH:16]=2)=[N:6][CH:5]=1)([CH3:3])[CH3:2], predict the reactants needed to synthesize it. (2) Given the product [C:10]([NH:17][C@H:18]([C:22]([N:1]1[CH2:9][CH2:8][CH2:7][C@H:2]1[C:3]([O:5][CH3:6])=[O:4])=[O:23])[CH:19]([CH3:20])[CH3:21])([O:12][C:13]([CH3:14])([CH3:16])[CH3:15])=[O:11], predict the reactants needed to synthesize it. The reactants are: [NH:1]1[CH2:9][CH2:8][CH2:7][C@H:2]1[C:3]([O:5][CH3:6])=[O:4].[C:10]([NH:17][C@H:18]([C:22](O)=[O:23])[CH:19]([CH3:21])[CH3:20])([O:12][C:13]([CH3:16])([CH3:15])[CH3:14])=[O:11].CCN(CC)CC.CCOC(C(C#N)=NOC(N1CCOCC1)=[N+](C)C)=O.F[P-](F)(F)(F)(F)F. (3) Given the product [ClH:53].[ClH:67].[Cl:54][C:49]1[CH:48]=[C:47]([CH:52]=[CH:51][C:50]=1[Cl:53])[CH2:46][O:45][C:42]1[CH:43]=[CH:44][C:39]([C@H:37]2[CH2:36][O:35][C:31]3=[CH:32][C:33]4[CH2:34][C@@H:25]([C:23]([NH:22][C@@H:6]([CH2:7][C:8]5[CH:13]=[CH:12][C:11]([C:14]6[CH:19]=[CH:18][N:17]=[C:16]([CH3:20])[C:15]=6[CH3:21])=[CH:10][CH:9]=5)[C:5]([OH:4])=[O:55])=[O:24])[N:26]([C:82]([CH:77]5[CH2:78][CH2:79][CH2:80][CH2:81][NH:76]5)=[O:83])[CH2:27][C:28]=4[CH:29]=[C:30]3[O:38]2)=[CH:40][CH:41]=1, predict the reactants needed to synthesize it. The reactants are: Cl.Cl.C[O:4][C:5](=[O:55])[C@@H:6]([NH:22][C:23]([C@@H:25]1[CH2:34][C:33]2[CH:32]=[C:31]3[O:35][CH2:36][C@H:37]([C:39]4[CH:44]=[CH:43][C:42]([O:45][CH2:46][C:47]5[CH:52]=[CH:51][C:50]([Cl:53])=[C:49]([Cl:54])[CH:48]=5)=[CH:41][CH:40]=4)[O:38][C:30]3=[CH:29][C:28]=2[CH2:27][NH:26]1)=[O:24])[CH2:7][C:8]1[CH:13]=[CH:12][C:11]([C:14]2[CH:19]=[CH:18][N:17]=[C:16]([CH3:20])[C:15]=2[CH3:21])=[CH:10][CH:9]=1.CCN(C(C)C)C(C)C.C(Cl)C[Cl:67].C(OC([N:76]1[CH2:81][CH2:80][CH2:79][CH2:78][CH:77]1[C:82](O)=[O:83])=O)(C)(C)C. (4) Given the product [C:1]([O:4][CH2:5][C:6]1[C:11]([C:36]2[N:41]=[C:40]([NH:42][C:43]3[CH:44]=[CH:45][C:46]([CH:49]4[CH2:54][CH2:53][NH:52][CH2:51][CH2:50]4)=[CH:47][CH:48]=3)[C:39](=[O:62])[N:38]([CH3:63])[CH:37]=2)=[CH:10][CH:9]=[CH:8][C:7]=1[N:21]1[C:22](=[O:34])[C:23]2[S:29][C:28]3[CH2:30][CH2:31][CH2:32][CH2:33][C:27]=3[C:24]=2[CH2:25][CH2:26]1)(=[O:3])[CH3:2], predict the reactants needed to synthesize it. The reactants are: [C:1]([O:4][CH2:5][C:6]1[C:11](B2OC(C)(C)C(C)(C)O2)=[CH:10][CH:9]=[CH:8][C:7]=1[N:21]1[CH2:26][CH2:25][C:24]2[C:27]3[CH2:33][CH2:32][CH2:31][CH2:30][C:28]=3[S:29][C:23]=2[C:22]1=[O:34])(=[O:3])[CH3:2].Br[C:36]1[N:41]=[C:40]([NH:42][C:43]2[CH:48]=[CH:47][C:46]([CH:49]3[CH2:54][CH2:53][N:52](C(OC(C)(C)C)=O)[CH2:51][CH2:50]3)=[CH:45][CH:44]=2)[C:39](=[O:62])[N:38]([CH3:63])[CH:37]=1.C(=O)([O-])[O-].[Na+].[Na+].COCCOC. (5) Given the product [Br:1][C:2]1[CH:3]=[C:4]([NH:10][C:11]2[CH:16]=[CH:15][C:14]([N:17]3[CH2:22][CH2:21][N:20]([CH:25]4[CH2:26][O:23][CH2:24]4)[CH2:19][CH2:18]3)=[CH:13][N:12]=2)[C:5](=[O:9])[N:6]([CH3:8])[CH:7]=1, predict the reactants needed to synthesize it. The reactants are: [Br:1][C:2]1[CH:3]=[C:4]([NH:10][C:11]2[CH:16]=[CH:15][C:14]([N:17]3[CH2:22][CH2:21][NH:20][CH2:19][CH2:18]3)=[CH:13][N:12]=2)[C:5](=[O:9])[N:6]([CH3:8])[CH:7]=1.[O:23]1[CH2:26][C:25](=O)[CH2:24]1.[BH3-]C#N.[Na+].O. (6) Given the product [C:1]([O:5][C:6]([N:8]1[CH2:14][CH2:13][CH2:12][N:11]([C:15]2[N:23]([CH2:24][CH:25]=[C:26]([CH3:28])[CH3:27])[C:22]3[C:21](=[O:29])[N:20]([CH2:30][C:31]4[C:36]([C:37](=[O:38])[NH:47][CH2:44][CH3:45])=[CH:35][CH:34]=[CH:33][N:32]=4)[C:19](=[O:40])[N:18]([CH3:41])[C:17]=3[C:16]=2[C:42]#[N:43])[CH2:10][CH2:9]1)=[O:7])([CH3:3])([CH3:4])[CH3:2], predict the reactants needed to synthesize it. The reactants are: [C:1]([O:5][C:6]([N:8]1[CH2:14][CH2:13][CH2:12][N:11]([C:15]2[N:23]([CH2:24][CH:25]=[C:26]([CH3:28])[CH3:27])[C:22]3[C:21](=[O:29])[N:20]([CH2:30][C:31]4[C:36]([C:37](O)=[O:38])=[CH:35][CH:34]=[CH:33][N:32]=4)[C:19](=[O:40])[N:18]([CH3:41])[C:17]=3[C:16]=2[C:42]#[N:43])[CH2:10][CH2:9]1)=[O:7])([CH3:4])([CH3:3])[CH3:2].[CH:44]([N:47](C(C)C)CC)(C)[CH3:45].F[P-](F)(F)(F)(F)F.N1(OC(N(C)C)=[N+](C)C)C2N=CC=CC=2N=N1.C(N)C.O1CCCC1. (7) Given the product [CH3:36][C:38]1[O:1][N:2]=[C:3]([C:5]2[CH:6]=[C:7]([CH:8]=[CH:9][CH:10]=2)[CH2:11][N:12]2[C:20]3[C:15](=[CH:16][CH:17]=[CH:18][CH:19]=3)[C:14]3([C:32]4[C:23](=[CH:24][C:25]5[O:30][CH2:29][CH2:28][O:27][C:26]=5[CH:31]=4)[O:22][CH2:21]3)[C:13]2=[O:33])[N:4]=1, predict the reactants needed to synthesize it. The reactants are: [OH:1][N:2]=[C:3]([C:5]1[CH:10]=[CH:9][CH:8]=[C:7]([CH2:11][N:12]2[C:20]3[C:15](=[CH:16][CH:17]=[CH:18][CH:19]=3)[C:14]3([C:32]4[C:23](=[CH:24][C:25]5[O:30][CH2:29][CH2:28][O:27][C:26]=5[CH:31]=4)[O:22][CH2:21]3)[C:13]2=[O:33])[CH:6]=1)[NH2:4].ON=[C:36]([C:38]1C=CC=C(CN2C3C(=CC=CC=3)C3(COC4C=C5C(=CC3=4)CCO5)C2=O)C=1)N. (8) Given the product [C:15]([C:13]1[CH:14]=[C:9]([NH:8][C:69]([NH:68][C:61]2[C:62]3[C:67](=[CH:66][CH:65]=[CH:64][CH:63]=3)[C:58]([O:57][C:55]3[CH:54]=[CH:53][N:52]=[C:51]([NH:50][C:35]4[CH:36]=[C:37]([O:39][CH2:40][CH2:41][O:42][CH2:43][CH2:44][O:45][CH2:46][CH2:47][O:48][CH3:49])[CH:38]=[C:33]([O:32][CH3:31])[CH:34]=4)[N:56]=3)=[CH:59][CH:60]=2)=[O:70])[C:10]([O:29][CH3:30])=[C:11]([NH:19][S:20]([N:23]2[CH2:28][CH2:27][CH2:26][CH2:25][CH2:24]2)(=[O:22])=[O:21])[CH:12]=1)([CH3:18])([CH3:17])[CH3:16], predict the reactants needed to synthesize it. The reactants are: C(N(CC)CC)C.[NH2:8][C:9]1[C:10]([O:29][CH3:30])=[C:11]([NH:19][S:20]([N:23]2[CH2:28][CH2:27][CH2:26][CH2:25][CH2:24]2)(=[O:22])=[O:21])[CH:12]=[C:13]([C:15]([CH3:18])([CH3:17])[CH3:16])[CH:14]=1.[CH3:31][O:32][C:33]1[CH:34]=[C:35]([NH:50][C:51]2[N:56]=[C:55]([O:57][C:58]3[C:67]4[C:62](=[CH:63][CH:64]=[CH:65][CH:66]=4)[C:61]([NH:68][C:69](=O)[O:70]C4C=CC=CC=4)=[CH:60][CH:59]=3)[CH:54]=[CH:53][N:52]=2)[CH:36]=[C:37]([O:39][CH2:40][CH2:41][O:42][CH2:43][CH2:44][O:45][CH2:46][CH2:47][O:48][CH3:49])[CH:38]=1. (9) Given the product [NH2:28][CH2:27][CH2:26][N:22]1[CH2:23][CH2:24][CH2:25][C@@H:21]1[CH2:20][N:11]1[N:10]=[C:9]([CH2:8][C:5]2[CH:6]=[CH:7][C:2]([Cl:1])=[CH:3][CH:4]=2)[C:18]2[C:13](=[CH:14][CH:15]=[CH:16][CH:17]=2)[C:12]1=[O:19], predict the reactants needed to synthesize it. The reactants are: [Cl:1][C:2]1[CH:7]=[CH:6][C:5]([CH2:8][C:9]2[C:18]3[C:13](=[CH:14][CH:15]=[CH:16][CH:17]=3)[C:12](=[O:19])[N:11]([CH2:20][C@H:21]3[CH2:25][CH2:24][CH2:23][N:22]3[CH2:26][CH2:27][N:28]3C(=O)C4C(=CC=CC=4)C3=O)[N:10]=2)=[CH:4][CH:3]=1.O.NN. (10) Given the product [NH2:30][C:2]([C:4]1[CH:5]=[CH:6][C:7]([C:10]2[N:14]=[C:13]([C:15]3[CH:20]=[CH:19][CH:18]=[C:17]([Br:21])[CH:16]=3)[O:12][N:11]=2)=[N:8][CH:9]=1)=[O:1], predict the reactants needed to synthesize it. The reactants are: [OH:1][C:2]([C:4]1[CH:5]=[CH:6][C:7]([C:10]2[N:14]=[C:13]([C:15]3[CH:20]=[CH:19][CH:18]=[C:17]([Br:21])[CH:16]=3)[O:12][N:11]=2)=[N:8][CH:9]=1)=O.C(Cl)(=O)C(Cl)=O.[Cl-].[NH4+].[N:30]1C=CC=CC=1.N.